This data is from Forward reaction prediction with 1.9M reactions from USPTO patents (1976-2016). The task is: Predict the product of the given reaction. Given the reactants [Br:1][C:2]1[CH:7]=[CH:6][N:5]2[CH:8]=[C:9]([C:11]3[CH:16]=[CH:15][C:14]([OH:17])=[CH:13][CH:12]=3)[N:10]=[C:4]2[CH:3]=1.CC1C=CC(S(O[CH2:29][F:30])(=O)=O)=CC=1, predict the reaction product. The product is: [Br:1][C:2]1[CH:7]=[CH:6][N:5]2[CH:8]=[C:9]([C:11]3[CH:12]=[CH:13][C:14]([O:17][CH2:29][F:30])=[CH:15][CH:16]=3)[N:10]=[C:4]2[CH:3]=1.